Dataset: Forward reaction prediction with 1.9M reactions from USPTO patents (1976-2016). Task: Predict the product of the given reaction. (1) Given the reactants [CH3:1][NH2:2].[F:3][C:4]([F:18])([F:17])[C:5]([F:16])([F:15])[C:6]([F:14])([F:13])[C:7](F)([F:11])[CH2:8][CH2:9]I, predict the reaction product. The product is: [CH3:1][NH:2][CH2:9][CH:8]=[C:7]([F:11])[C:6]([F:14])([F:13])[C:5]([F:16])([F:15])[C:4]([F:18])([F:17])[F:3]. (2) The product is: [Cl:1][C:2]1[C:3]([F:45])=[C:4]([C@H:8]2[C@H:9]3[N:10]([C@H:51]([CH2:50][CH2:49][CH2:48][CH2:47][OH:46])[N:30]([C:31]4[CH:39]=[CH:38][C:34]([C:35]([OH:37])=[O:36])=[CH:33][C:32]=4[O:40][CH3:41])[C:28]3=[O:29])[C@@H:11]([CH2:23][C:24]([CH3:27])([CH3:25])[CH3:26])[C@@:12]2([C:15]2[CH:20]=[CH:19][C:18]([Cl:21])=[CH:17][C:16]=2[F:22])[C:13]#[N:14])[CH:5]=[CH:6][CH:7]=1. Given the reactants [Cl:1][C:2]1[C:3]([F:45])=[C:4]([C@@H:8]2[C@:12]([C:15]3[CH:20]=[CH:19][C:18]([Cl:21])=[CH:17][C:16]=3[F:22])([C:13]#[N:14])[C@H:11]([CH2:23][C:24]([CH3:27])([CH3:26])[CH3:25])[NH:10][C@H:9]2[C:28]([NH:30][C:31]2[CH:39]=[CH:38][C:34]([C:35]([OH:37])=[O:36])=[CH:33][C:32]=2[O:40][C:41](F)(F)F)=[O:29])[CH:5]=[CH:6][CH:7]=1.[OH:46][CH2:47][CH2:48][CH2:49][CH2:50][CH:51]=O.C(O[BH-](OC(=O)C)OC(=O)C)(=O)C.[Na+], predict the reaction product. (3) Given the reactants [NH2:1][C:2]1[CH:13]=[CH:12][C:5]2[CH2:6][C:7](=[O:11])[NH:8][CH2:9][CH2:10][C:4]=2[CH:3]=1.Cl[C:15]1[N:20]=[C:19]([NH:21][C:22]2[C:31]([CH3:32])=[CH:30][C:29]([CH3:33])=[CH:28][C:23]=2[C:24]([NH:26][CH3:27])=[O:25])[C:18]([Cl:34])=[CH:17][N:16]=1, predict the reaction product. The product is: [Cl:34][C:18]1[C:19]([NH:21][C:22]2[C:31]([CH3:32])=[CH:30][C:29]([CH3:33])=[CH:28][C:23]=2[C:24]([NH:26][CH3:27])=[O:25])=[N:20][C:15]([NH:1][C:2]2[CH:13]=[CH:12][C:5]3[CH2:6][C:7](=[O:11])[NH:8][CH2:9][CH2:10][C:4]=3[CH:3]=2)=[N:16][CH:17]=1. (4) Given the reactants OS(O)(=O)=O.Cl.[NH2:7][CH2:8][CH2:9][C:10]1[CH:17]=[CH:16][C:14]([OH:15])=[C:12]([OH:13])[CH:11]=1.[N:18]([O-:20])=[O:19].[Na+], predict the reaction product. The product is: [N+:18]([C:17]1[C:10]([CH2:9][CH2:8][NH2:7])=[CH:11][C:12]([OH:13])=[C:14]([OH:15])[CH:16]=1)([O-:20])=[O:19]. (5) Given the reactants [CH2:1]([Mg]Cl)[C:2]1[CH:7]=[CH:6][CH:5]=[CH:4][CH:3]=1.CON(C)[C:13]([C:15]1[C:23]2[C:18](=[N:19][CH:20]=[CH:21][CH:22]=2)[N:17]([Si:24]([CH:31]([CH3:33])[CH3:32])([CH:28]([CH3:30])[CH3:29])[CH:25]([CH3:27])[CH3:26])[CH:16]=1)=[O:14], predict the reaction product. The product is: [C:2]1([CH2:1][C:13]([C:15]2[C:23]3[C:18](=[N:19][CH:20]=[CH:21][CH:22]=3)[N:17]([Si:24]([CH:28]([CH3:30])[CH3:29])([CH:31]([CH3:33])[CH3:32])[CH:25]([CH3:26])[CH3:27])[CH:16]=2)=[O:14])[CH:7]=[CH:6][CH:5]=[CH:4][CH:3]=1. (6) Given the reactants [Br:1][C:2]1[CH:7]=[CH:6][C:5]([C:8]2[CH:13]=[CH:12][CH:11]=[CH:10][CH:9]=2)=[C:4]([S:14]([CH3:17])(=[O:16])=[O:15])[CH:3]=1.BrC1C=CC(I)=C(S(C)(=O)=O)C=1.[Cl:30]C1C=CC(B(O)O)=CC=1, predict the reaction product. The product is: [Br:1][C:2]1[CH:7]=[CH:6][C:5]([C:8]2[CH:13]=[CH:12][C:11]([Cl:30])=[CH:10][CH:9]=2)=[C:4]([S:14]([CH3:17])(=[O:16])=[O:15])[CH:3]=1.